This data is from PAMPA (Parallel Artificial Membrane Permeability Assay) permeability data from NCATS. The task is: Regression/Classification. Given a drug SMILES string, predict its absorption, distribution, metabolism, or excretion properties. Task type varies by dataset: regression for continuous measurements (e.g., permeability, clearance, half-life) or binary classification for categorical outcomes (e.g., BBB penetration, CYP inhibition). Dataset: pampa_ncats. (1) The compound is C[C@H](C1=NC=C(S1)C(=O)NC2=NC=C(C(=C2)C(F)(F)F)Cl)NC(=O)C3=C(C(=NC=N3)N)Cl. The result is 1 (high permeability). (2) The molecule is CC1=C2C(=NC3=C(C=CC(=C3)C(=O)NCCC4=CC=CC=C4)SC2=C(C=C1)C)C. The result is 1 (high permeability). (3) The drug is CC1=CC=C(C=C1)CN2C3=CC=CC=C3C(C2=O)(CC(=O)C4=CC=C(C=C4)C)O. The result is 1 (high permeability).